This data is from NCI-60 drug combinations with 297,098 pairs across 59 cell lines. The task is: Regression. Given two drug SMILES strings and cell line genomic features, predict the synergy score measuring deviation from expected non-interaction effect. Cell line: M14. Synergy scores: CSS=20.8, Synergy_ZIP=-2.83, Synergy_Bliss=1.51, Synergy_Loewe=-14.5, Synergy_HSA=-2.10. Drug 2: CN(CC1=CN=C2C(=N1)C(=NC(=N2)N)N)C3=CC=C(C=C3)C(=O)NC(CCC(=O)O)C(=O)O. Drug 1: CNC(=O)C1=CC=CC=C1SC2=CC3=C(C=C2)C(=NN3)C=CC4=CC=CC=N4.